Dataset: Forward reaction prediction with 1.9M reactions from USPTO patents (1976-2016). Task: Predict the product of the given reaction. The product is: [OH:13][C:14]([C:20]1[CH:25]=[CH:24][CH:23]=[CH:22][CH:21]=1)([C:2]1[CH:3]=[N:4][CH:5]=[CH:6][CH:7]=1)[C:15]([O:17][CH2:18][CH3:19])=[O:16]. Given the reactants Br[C:2]1[CH:3]=[N:4][CH:5]=[CH:6][CH:7]=1.C([Li])CCC.[O:13]=[C:14]([C:20]1[CH:25]=[CH:24][CH:23]=[CH:22][CH:21]=1)[C:15]([O:17][CH2:18][CH3:19])=[O:16], predict the reaction product.